Dataset: Forward reaction prediction with 1.9M reactions from USPTO patents (1976-2016). Task: Predict the product of the given reaction. Given the reactants [F:1][CH:2]1[CH2:7][CH2:6][N:5]([C:8]2[CH:13]=[CH:12][C:11]([N+:14]([O-])=O)=[CH:10][C:9]=2[O:17][CH3:18])[CH2:4][CH2:3]1, predict the reaction product. The product is: [F:1][CH:2]1[CH2:3][CH2:4][N:5]([C:8]2[CH:13]=[CH:12][C:11]([NH2:14])=[CH:10][C:9]=2[O:17][CH3:18])[CH2:6][CH2:7]1.